From a dataset of Forward reaction prediction with 1.9M reactions from USPTO patents (1976-2016). Predict the product of the given reaction. (1) The product is: [F:1][C:2]1[CH:37]=[CH:36][CH:35]=[C:34]([F:38])[C:3]=1[CH2:4][O:5][C:6]1[C:7]2[N:8]([C:12]([C:16]([NH:18][C:19]([C:27]3[CH:32]=[CH:31][CH:30]=[C:29]([CH3:33])[CH:28]=3)([CH2:24][OH:23])[CH2:20][OH:21])=[O:17])=[C:13]([CH3:15])[N:14]=2)[CH:9]=[CH:10][CH:11]=1. Given the reactants [F:1][C:2]1[CH:37]=[CH:36][CH:35]=[C:34]([F:38])[C:3]=1[CH2:4][O:5][C:6]1[C:7]2[N:8]([C:12]([C:16]([NH:18][C:19]3([C:27]4[CH:32]=[CH:31][CH:30]=[C:29]([CH3:33])[CH:28]=4)[CH2:24][O:23]C(C)(C)[O:21][CH2:20]3)=[O:17])=[C:13]([CH3:15])[N:14]=2)[CH:9]=[CH:10][CH:11]=1.O1CCOCC1.Cl.C(=O)([O-])O.[Na+], predict the reaction product. (2) Given the reactants F[C:2]1[C:20]2[C:19](=[O:21])[C:18]([C:22]([OH:24])=[O:23])=[CH:17][N:7]3[C@@H:8]([C:11]4[CH:16]=[CH:15][CH:14]=[CH:13][CH:12]=4)[CH2:9][O:10][C:5]([C:6]=23)=[C:4]([NH:25][CH2:26][CH2:27][NH:28][C:29]2[CH:34]=[CH:33][CH:32]=[CH:31][N:30]=2)[C:3]=1[F:35].[CH3:36][O:37][C:38]1[CH:45]=[CH:44][C:41]([CH2:42][NH2:43])=[CH:40][CH:39]=1, predict the reaction product. The product is: [F:35][C:3]1[C:4]([NH:25][CH2:26][CH2:27][NH:28][C:29]2[CH:34]=[CH:33][CH:32]=[CH:31][N:30]=2)=[C:5]2[O:10][CH2:9][C@H:8]([C:11]3[CH:12]=[CH:13][CH:14]=[CH:15][CH:16]=3)[N:7]3[CH:17]=[C:18]([C:22]([OH:24])=[O:23])[C:19](=[O:21])[C:20]([C:2]=1[NH:43][CH2:42][C:41]1[CH:44]=[CH:45][C:38]([O:37][CH3:36])=[CH:39][CH:40]=1)=[C:6]23. (3) Given the reactants [CH3:1][O:2][C:3]1[C:4]([CH3:31])=[C:5]([C:22]([O:29][CH3:30])=[C:23]([O:27][CH3:28])[C:24]=1[O:25][CH3:26])[CH2:6][C:7]1[CH:15]=[CH:14][C:10]([C:11]([OH:13])=O)=[C:9]([C:16]2[CH:17]=[N:18][CH:19]=[CH:20][CH:21]=2)[CH:8]=1.[NH:32]1[CH2:37][CH2:36][CH2:35][CH2:34][CH2:33]1.CCN=C=NCCCN(C)C.Cl, predict the reaction product. The product is: [CH3:1][O:2][C:3]1[C:4]([CH3:31])=[C:5]([C:22]([O:29][CH3:30])=[C:23]([O:27][CH3:28])[C:24]=1[O:25][CH3:26])[CH2:6][C:7]1[CH:15]=[CH:14][C:10]([C:11]([N:32]2[CH2:37][CH2:36][CH2:35][CH2:34][CH2:33]2)=[O:13])=[C:9]([C:16]2[CH:17]=[N:18][CH:19]=[CH:20][CH:21]=2)[CH:8]=1. (4) The product is: [CH2:1]([N:8]1[C:13]2[CH:14]=[C:15]([CH2:18][C:20]3[CH:25]=[C:24]([Br:26])[CH:23]=[CH:22][C:21]=3[CH:27]([CH3:29])[CH3:28])[CH:16]=[CH:17][C:12]=2[O:11][CH2:10][CH2:9]1)[C:2]1[CH:3]=[CH:4][CH:5]=[CH:6][CH:7]=1. Given the reactants [CH2:1]([N:8]1[C:13]2[CH:14]=[C:15]([CH:18]([C:20]3[CH:25]=[C:24]([Br:26])[CH:23]=[CH:22][C:21]=3[CH:27]([CH3:29])[CH3:28])O)[CH:16]=[CH:17][C:12]=2[O:11][CH2:10][CH2:9]1)[C:2]1[CH:7]=[CH:6][CH:5]=[CH:4][CH:3]=1.[SiH](CC)(CC)CC.B(F)(F)F.CCOCC, predict the reaction product.